From a dataset of Forward reaction prediction with 1.9M reactions from USPTO patents (1976-2016). Predict the product of the given reaction. (1) Given the reactants N[C:2]1[N:3]=[CH:4][C:5]2[C:10]([CH:11]=1)=[CH:9][CH:8]=[CH:7][CH:6]=2.[N:12]1C=CC=CC=1.Cl[C:19]([O:21][CH2:22][C:23]([Cl:26])([Cl:25])[Cl:24])=[O:20].O, predict the reaction product. The product is: [CH:4]1[C:5]2[C:10](=[CH:9][CH:8]=[CH:7][CH:6]=2)[C:11]([NH:12][C:19](=[O:20])[O:21][CH2:22][C:23]([Cl:26])([Cl:25])[Cl:24])=[CH:2][N:3]=1. (2) Given the reactants [NH2:1][C:2]1[C:3]([C:18]2[CH:27]=[CH:26][C:21]([C:22]([O:24]C)=[O:23])=[C:20]([F:28])[CH:19]=2)=[N:4][C:5]([CH:8]2[CH2:13][CH2:12][CH2:11][N:10]([S:14]([CH3:17])(=[O:16])=[O:15])[CH2:9]2)=[CH:6][N:7]=1.[Li+].[OH-].Cl, predict the reaction product. The product is: [NH2:1][C:2]1[C:3]([C:18]2[CH:27]=[CH:26][C:21]([C:22]([OH:24])=[O:23])=[C:20]([F:28])[CH:19]=2)=[N:4][C:5]([CH:8]2[CH2:13][CH2:12][CH2:11][N:10]([S:14]([CH3:17])(=[O:15])=[O:16])[CH2:9]2)=[CH:6][N:7]=1. (3) Given the reactants F[C:2]1[C:10]([CH3:11])=[CH:9][C:5]([C:6]([OH:8])=[O:7])=[CH:4][N:3]=1.[F:12][C:13]([F:19])([CH:16]([F:18])[F:17])[CH2:14][OH:15], predict the reaction product. The product is: [CH3:11][C:10]1[C:2]([O:15][CH2:14][C:13]([F:19])([F:12])[CH:16]([F:18])[F:17])=[N:3][CH:4]=[C:5]([CH:9]=1)[C:6]([OH:8])=[O:7]. (4) Given the reactants Cl[C:2]1[CH:7]=[C:6]([Cl:8])[N:5]=[C:4]([CH3:9])[N:3]=1.[N:10]1([C:16]([O:18][C:19]([CH3:22])([CH3:21])[CH3:20])=[O:17])[CH2:15][CH2:14][NH:13][CH2:12][CH2:11]1.CCN(C(C)C)C(C)C, predict the reaction product. The product is: [C:19]([O:18][C:16]([N:10]1[CH2:15][CH2:14][N:13]([C:2]2[CH:7]=[C:6]([Cl:8])[N:5]=[C:4]([CH3:9])[N:3]=2)[CH2:12][CH2:11]1)=[O:17])([CH3:22])([CH3:20])[CH3:21]. (5) Given the reactants [CH3:1][O:2][C:3]1[C:11]([CH2:12][CH:13]([NH:27][C:28](=[O:45])[CH2:29][CH2:30][C:31]2([CH3:44])[O:39][CH:38]3[C:33]([CH3:43])([CH:34]4[CH2:40][CH:36]([CH2:37]3)[C:35]4([CH3:42])[CH3:41])[O:32]2)[B:14]2[O:22][CH:21]3[C:16]([CH3:26])([CH:17]4[CH2:23][CH:19]([CH2:20]3)[C:18]4([CH3:25])[CH3:24])[O:15]2)=[CH:10][CH:9]=[CH:8][C:4]=1[C:5]([OH:7])=[O:6].Cl[CH2:47][O:48][C:49]([N:51]1[CH2:56][CH2:55][CH2:54][CH2:53][CH2:52]1)=[O:50], predict the reaction product. The product is: [CH3:1][O:2][C:3]1[C:11]([CH2:12][CH:13]([NH:27][C:28](=[O:45])[CH2:29][CH2:30][C:31]2([CH3:44])[O:39][CH:38]3[C:33]([CH3:43])([CH:34]4[CH2:40][CH:36]([CH2:37]3)[C:35]4([CH3:42])[CH3:41])[O:32]2)[B:14]2[O:22][CH:21]3[C:16]([CH3:26])([CH:17]4[CH2:23][CH:19]([CH2:20]3)[C:18]4([CH3:25])[CH3:24])[O:15]2)=[CH:10][CH:9]=[CH:8][C:4]=1[C:5]([O:7][CH2:47][O:48][C:49]([N:51]1[CH2:56][CH2:55][CH2:54][CH2:53][CH2:52]1)=[O:50])=[O:6].